The task is: Regression. Given a peptide amino acid sequence and an MHC pseudo amino acid sequence, predict their binding affinity value. This is MHC class I binding data.. This data is from Peptide-MHC class I binding affinity with 185,985 pairs from IEDB/IMGT. (1) The MHC is H-2-Kb with pseudo-sequence H-2-Kb. The peptide sequence is VLFLHLYL. The binding affinity (normalized) is 1.00. (2) The peptide sequence is SWFNSFLTH. The MHC is HLA-A11:01 with pseudo-sequence HLA-A11:01. The binding affinity (normalized) is 0.0939.